Dataset: Forward reaction prediction with 1.9M reactions from USPTO patents (1976-2016). Task: Predict the product of the given reaction. (1) The product is: [F:28][C:18]1[C:19]([C:20]([O:22][CH3:23])=[O:21])=[CH:24][C:25]([O:26][CH3:27])=[C:16]2[C:17]=1[CH:29]=[CH:30][NH:15]2. Given the reactants ClC1C(C(OC)=O)=CC=C2C=1C=CN2.[NH2:15][C:16]1[C:25]([O:26][CH3:27])=[CH:24][C:19]([C:20]([O:22][CH3:23])=[O:21])=[C:18]([F:28])[C:17]=1[C:29]#[CH:30], predict the reaction product. (2) The product is: [CH2:28]([O:27][C:23](=[O:26])[CH2:24][CH2:25][N:16]1[CH:17]=[C:13]([C:7]2[CH:8]=[CH:9][CH:10]=[CH:11][CH:12]=2)[CH:14]=[C:15]1[C:18]([O:20][CH2:21][CH3:22])=[O:19])[CH3:29]. Given the reactants CC(C)([O-])C.[K+].[C:7]1([C:13]2[CH:14]=[C:15]([C:18]([O:20][CH2:21][CH3:22])=[O:19])[NH:16][CH:17]=2)[CH:12]=[CH:11][CH:10]=[CH:9][CH:8]=1.[C:23]([O:27][CH2:28][CH3:29])(=[O:26])[CH:24]=[CH2:25], predict the reaction product.